Dataset: Full USPTO retrosynthesis dataset with 1.9M reactions from patents (1976-2016). Task: Predict the reactants needed to synthesize the given product. (1) Given the product [CH:13]([C:16]1[CH:21]=[CH:20][CH:19]=[C:18]([CH:22]([CH3:24])[CH3:23])[C:17]=1[N:25]1[C:26](=[O:31])[CH:27]=[CH:28][C:29]1=[O:30])([CH3:14])[CH3:15].[CH2:6]=[C:7]([CH3:9])[CH3:8], predict the reactants needed to synthesize it. The reactants are: C([O-])(=O)CCCC[CH2:6][C:7](C)([CH3:9])[CH3:8].[CH:13]([C:16]1[CH:21]=[CH:20][CH:19]=[C:18]([CH:22]([CH3:24])[CH3:23])[C:17]=1[N:25]1[C:29](=[O:30])[CH:28]=[CH:27][C:26]1=[O:31])([CH3:15])[CH3:14].C=C(C)C. (2) Given the product [Cl:1][C:2]1[C:3]([S:32]([N:36]2[CH2:41][CH2:40][O:39][CH2:38][CH:37]2[C:42]([O:44][CH3:45])=[O:43])(=[O:34])=[O:33])=[N:4][CH:5]=[C:6]([C:17]([N:19]2[CH2:24][CH2:23][CH:22]([C:25]3[CH:26]=[CH:27][C:28]([F:31])=[CH:29][CH:30]=3)[CH2:21][CH2:20]2)=[O:18])[C:7]=1[NH:8][C:9]1[CH:14]=[CH:13][C:12]([F:15])=[CH:11][C:10]=1[CH3:16], predict the reactants needed to synthesize it. The reactants are: [Cl:1][C:2]1[C:3]([S:32](O)(=[O:34])=[O:33])=[N:4][CH:5]=[C:6]([C:17]([N:19]2[CH2:24][CH2:23][CH:22]([C:25]3[CH:30]=[CH:29][C:28]([F:31])=[CH:27][CH:26]=3)[CH2:21][CH2:20]2)=[O:18])[C:7]=1[NH:8][C:9]1[CH:14]=[CH:13][C:12]([F:15])=[CH:11][C:10]=1[CH3:16].[NH:36]1[CH2:41][CH2:40][O:39][CH2:38][CH:37]1[C:42]([O:44][CH3:45])=[O:43]. (3) Given the product [C@@H:20]12[CH2:26][C@@H:23]([CH:24]=[CH:25]1)[CH2:22][C@H:21]2[CH2:27][C:28]([NH:1][N:2]1[N:11]=[C:10]([C:12]2[CH:17]=[CH:16][C:15]([F:18])=[CH:14][CH:13]=2)[C:9]2[C:4](=[CH:5][CH:6]=[CH:7][CH:8]=2)[C:3]1=[O:19])=[O:29], predict the reactants needed to synthesize it. The reactants are: [NH2:1][N:2]1[N:11]=[C:10]([C:12]2[CH:17]=[CH:16][C:15]([F:18])=[CH:14][CH:13]=2)[C:9]2[C:4](=[CH:5][CH:6]=[CH:7][CH:8]=2)[C:3]1=[O:19].[C@@H:20]12[CH2:26][C@@H:23]([CH:24]=[CH:25]1)[CH2:22][C@H:21]2[CH2:27][C:28](O)=[O:29]. (4) Given the product [F:38][CH:39]([F:43])[C:40]([N:35]1[CH2:36][CH2:37][CH:32]([O:31][C:26]2[CH:25]=[CH:24][C:23]([C:20]3[N:19]=[CH:18][N:17]=[C:16]4[C:21]=3[N:22]=[C:14]([C:11]3[CH:10]=[CH:9][C:8]([CH2:7][N:4]5[CH2:5][CH2:6][O:1][CH2:2][CH2:3]5)=[CH:13][CH:12]=3)[NH:15]4)=[CH:30][C:27]=2[C:28]#[N:29])[CH2:33][CH2:34]1)=[O:41], predict the reactants needed to synthesize it. The reactants are: [O:1]1[CH2:6][CH2:5][N:4]([CH2:7][C:8]2[CH:13]=[CH:12][C:11]([C:14]3[NH:15][C:16]4[C:21]([N:22]=3)=[C:20]([C:23]3[CH:24]=[CH:25][C:26]([O:31][CH:32]5[CH2:37][CH2:36][NH:35][CH2:34][CH2:33]5)=[C:27]([CH:30]=3)[C:28]#[N:29])[N:19]=[CH:18][N:17]=4)=[CH:10][CH:9]=2)[CH2:3][CH2:2]1.[F:38][CH:39]([F:43])[C:40](O)=[O:41].CCN(C(C)C)C(C)C.CN(C(ON1N=NC2C=CC=NC1=2)=[N+](C)C)C.F[P-](F)(F)(F)(F)F. (5) The reactants are: [NH2:1][C@@H:2]([C:7]([OH:9])=[O:8])[CH2:3][CH2:4][S:5][CH3:6].[ClH:10].N[C@H:12](C(O)=O)CCSC. Given the product [ClH:10].[CH3:12][O:8][C:7](=[O:9])[C@@H:2]([CH2:3][CH2:4][S:5][CH3:6])[NH2:1], predict the reactants needed to synthesize it. (6) Given the product [C:12]1([CH2:11][NH:2][NH:1][C:3]([O:5][C:6]([CH3:9])([CH3:8])[CH3:7])=[O:4])[C:21]2[C:16](=[CH:17][CH:18]=[CH:19][CH:20]=2)[CH:15]=[CH:14][CH:13]=1, predict the reactants needed to synthesize it. The reactants are: [NH:1]([C:3]([O:5][C:6]([CH3:9])([CH3:8])[CH3:7])=[O:4])[NH2:2].Cl[CH2:11][C:12]1[C:21]2[C:16](=[CH:17][CH:18]=[CH:19][CH:20]=2)[CH:15]=[CH:14][CH:13]=1. (7) Given the product [C:21]([O:20][C:18]([N:17]([C:25]([O:27][C:28]([CH3:31])([CH3:30])[CH3:29])=[O:26])[C:16]1[C:15]([CH3:32])=[CH:14][C:4]([O:5][CH2:6][CH2:7][CH2:8][C:9]([O:11][CH2:12][CH3:13])=[O:10])=[CH:3][C:2]=1[NH:1][CH2:36][C:35]1[CH:38]=[CH:39][C:40]([Cl:42])=[CH:41][C:34]=1[Cl:33])=[O:19])([CH3:24])([CH3:22])[CH3:23], predict the reactants needed to synthesize it. The reactants are: [NH2:1][C:2]1[CH:3]=[C:4]([CH:14]=[C:15]([CH3:32])[C:16]=1[N:17]([C:25]([O:27][C:28]([CH3:31])([CH3:30])[CH3:29])=[O:26])[C:18]([O:20][C:21]([CH3:24])([CH3:23])[CH3:22])=[O:19])[O:5][CH2:6][CH2:7][CH2:8][C:9]([O:11][CH2:12][CH3:13])=[O:10].[Cl:33][C:34]1[CH:41]=[C:40]([Cl:42])[CH:39]=[CH:38][C:35]=1[CH2:36]Cl.[Na+].[I-].C([O-])([O-])=O.[K+].[K+].[NH4+].[Cl-].